Task: Predict the product of the given reaction.. Dataset: Forward reaction prediction with 1.9M reactions from USPTO patents (1976-2016) (1) Given the reactants C([O-])(=O)C.[NH4+:5].[C:6]([CH2:8][C:9]([O:11]CC)=O)#[N:7].[CH2:14]([O:16][C:17]([C:19]1([C:22](=O)[CH3:23])[CH2:21][CH2:20]1)=[O:18])[CH3:15].[N+:25]([C:28]1[CH:35]=[CH:34][C:31]([CH:32]=O)=[CH:30][CH:29]=1)([O-:27])=[O:26], predict the reaction product. The product is: [CH2:14]([O:16][C:17]([C:19]1([C:22]2[NH:5][C:9](=[O:11])[C:8]([C:6]#[N:7])=[C:32]([C:31]3[CH:34]=[CH:35][C:28]([N+:25]([O-:27])=[O:26])=[CH:29][CH:30]=3)[CH:23]=2)[CH2:21][CH2:20]1)=[O:18])[CH3:15]. (2) Given the reactants [NH2:1][CH2:2][CH2:3][CH2:4][O:5][CH2:6][CH2:7][O:8][CH2:9][CH2:10][O:11][CH2:12][CH2:13][CH2:14][NH:15][C:16]1[CH:21]=[CH:20][C:19]([N+:22]([O-])=O)=[CH:18][CH:17]=1.[ClH:25], predict the reaction product. The product is: [ClH:25].[NH2:1][CH2:2][CH2:3][CH2:4][O:5][CH2:6][CH2:7][O:8][CH2:9][CH2:10][O:11][CH2:12][CH2:13][CH2:14][NH:15][C:16]1[CH:21]=[CH:20][C:19]([NH2:22])=[CH:18][CH:17]=1. (3) The product is: [Br:1][C:2]1[C:7]([CH2:8][OH:9])=[CH:6][C:5]([Cl:12])=[N:4][CH:3]=1. Given the reactants [Br:1][C:2]1[C:7]([C:8](OC)=[O:9])=[CH:6][C:5]([Cl:12])=[N:4][CH:3]=1.CO.[BH4-].[Li+], predict the reaction product. (4) Given the reactants [F:1][C:2]1[CH:3]=[N:4][C:5]([N:8]2[CH2:16][C@@H:15]3[C@@:10]([C:26]4[S:30][N:29]=[CH:28][CH:27]=4)([N:11]=[C:12]([NH:17]C(=O)C4C=CC=CC=4)[S:13][CH2:14]3)[CH2:9]2)=[N:6][CH:7]=1.[OH-].[Li+].Cl, predict the reaction product. The product is: [F:1][C:2]1[CH:3]=[N:4][C:5]([N:8]2[CH2:16][C@@H:15]3[C@@:10]([C:26]4[S:30][N:29]=[CH:28][CH:27]=4)([N:11]=[C:12]([NH2:17])[S:13][CH2:14]3)[CH2:9]2)=[N:6][CH:7]=1. (5) Given the reactants [OH:1][C@@:2]1([C:9]#[C:10][C:11]2[CH:12]=[C:13]([C:17]3[N:18]=[C:19]([C:27]([O:29]CC)=O)[CH:20]=[C:21]4[C:26]=3[N:25]=[CH:24][CH:23]=[CH:22]4)[CH:14]=[CH:15][CH:16]=2)[CH2:6][CH2:5][N:4]([CH3:7])[C:3]1=[O:8].[NH3:32], predict the reaction product. The product is: [OH:1][C@@:2]1([C:9]#[C:10][C:11]2[CH:12]=[C:13]([C:17]3[N:18]=[C:19]([C:27]([NH2:32])=[O:29])[CH:20]=[C:21]4[C:26]=3[N:25]=[CH:24][CH:23]=[CH:22]4)[CH:14]=[CH:15][CH:16]=2)[CH2:6][CH2:5][N:4]([CH3:7])[C:3]1=[O:8].